From a dataset of Catalyst prediction with 721,799 reactions and 888 catalyst types from USPTO. Predict which catalyst facilitates the given reaction. (1) Reactant: [CH3:1][C:2]1([CH3:22])[C:10]2[C:5](=[CH:6][C:7]([NH:11][C:12](=[O:20])[C:13]3[CH:18]=[CH:17][N:16]=[CH:15][C:14]=3[F:19])=[CH:8][CH:9]=2)[NH:4][C:3]1=[O:21].FC(F)(F)S(O[CH2:29][C:30]([F:33])([F:32])[F:31])(=O)=O.C(=O)([O-])[O-].[Cs+].[Cs+].O. Product: [CH3:1][C:2]1([CH3:22])[C:10]2[C:5](=[CH:6][C:7]([NH:11][C:12](=[O:20])[C:13]3[CH:18]=[CH:17][N:16]=[CH:15][C:14]=3[F:19])=[CH:8][CH:9]=2)[N:4]([CH2:29][C:30]([F:33])([F:32])[F:31])[C:3]1=[O:21]. The catalyst class is: 3. (2) The catalyst class is: 3. Reactant: [CH2:1]([O:8][C:9]([N:11]1[CH:15]([C:16]([OH:18])=O)[CH2:14][S:13][C@@H:12]1[C:19]1[O:23][CH:22]=[N:21][CH:20]=1)=[O:10])[C:2]1[CH:7]=[CH:6][CH:5]=[CH:4][CH:3]=1.CCN(C(C)C)C(C)C.CN(C(ON1N=NC2C=CC=NC1=2)=[N+](C)C)C.F[P-](F)(F)(F)(F)F.[NH2:57][C:58]1[S:59][CH:60]=[C:61]([C:63]2[CH:74]=[CH:73][C:66]([C:67]([NH:69][CH:70]3[CH2:72][CH2:71]3)=[O:68])=[CH:65][CH:64]=2)[N:62]=1. Product: [CH2:1]([O:8][C:9]([N:11]1[CH:15]([C:16](=[O:18])[NH:57][C:58]2[S:59][CH:60]=[C:61]([C:63]3[CH:64]=[CH:65][C:66]([C:67](=[O:68])[NH:69][CH:70]4[CH2:72][CH2:71]4)=[CH:73][CH:74]=3)[N:62]=2)[CH2:14][S:13][C@@H:12]1[C:19]1[O:23][CH:22]=[N:21][CH:20]=1)=[O:10])[C:2]1[CH:3]=[CH:4][CH:5]=[CH:6][CH:7]=1. (3) Reactant: [Br:1][C:2]1[CH:11]=[C:10]2[C:5]([CH2:6][CH2:7][CH2:8][CH:9]2O)=[CH:4][CH:3]=1.[NH:13]1[CH:17]=[C:16]([C:18]([O:20][CH:21]([CH3:23])[CH3:22])=[O:19])[N:15]=[CH:14]1.C1(P(C2C=CC=CC=2)C2C=CC=CC=2)C=CC=CC=1.N(C(OC)=O)=NC(OC)=O. Product: [CH:21]([O:20][C:18]([C:16]1[N:15]([CH:9]2[C:10]3[C:5](=[CH:4][CH:3]=[C:2]([Br:1])[CH:11]=3)[CH2:6][CH2:7][CH2:8]2)[CH:14]=[N:13][CH:17]=1)=[O:19])([CH3:23])[CH3:22]. The catalyst class is: 1. (4) Reactant: [NH:1]1[CH2:6][CH2:5][NH:4][CH2:3][CH2:2]1.Cl[CH2:8][C:9]1[CH:43]=[CH:42][C:12]([C:13]([NH:15][C:16]2[C:17]3[CH:30]=[C:29]([C:31]([NH:33][N:34]([CH3:41])[C:35]4[CH:40]=[CH:39][CH:38]=[CH:37][CH:36]=4)=[O:32])[S:28][C:18]=3[N:19](C(OC(C)(C)C)=O)[N:20]=2)=[O:14])=[CH:11][CH:10]=1.ClCC1C=CC(C(NC2C3C=C(C(NN(C4C=CC(Cl)=CC=4)C)=O)SC=3N(C(OC(C)(C)C)=O)N=2)=O)=CC=1. Product: [CH3:41][N:34]([C:35]1[CH:40]=[CH:39][CH:38]=[CH:37][CH:36]=1)[NH:33][C:31]([C:29]1[S:28][C:18]2[NH:19][N:20]=[C:16]([NH:15][C:13](=[O:14])[C:12]3[CH:42]=[CH:43][C:9]([CH2:8][N:1]4[CH2:6][CH2:5][NH:4][CH2:3][CH2:2]4)=[CH:10][CH:11]=3)[C:17]=2[CH:30]=1)=[O:32]. The catalyst class is: 711.